Dataset: Reaction yield outcomes from USPTO patents with 853,638 reactions. Task: Predict the reaction yield, written as a fraction of the theoretical maximum amount of product (1.0 means a 100% yield; for example, 0.34 means a 34% yield). (1) The reactants are Cl.[CH2:2]([C:4]1[S:24][C:7]2[N:8]=[C:9]([S:18][CH2:19][C:20]([O:22][CH3:23])=[O:21])[N:10]=[C:11]([N:12]3[CH2:17][CH2:16][NH:15][CH2:14][CH2:13]3)[C:6]=2[CH:5]=1)[CH3:3].C(N(C(C)C)CC)(C)C.[CH3:34][N:35]([CH3:48])[C:36]1[N:41]=[C:40]([N:42]([CH3:44])[CH3:43])[CH:39]=[C:38]([C:45](O)=[O:46])[N:37]=1.CN(C(ON1N=NC2C=CC=NC1=2)=[N+](C)C)C.F[P-](F)(F)(F)(F)F. The catalyst is CN(C=O)C. The product is [CH3:34][N:35]([CH3:48])[C:36]1[N:37]=[C:38]([C:45]([N:15]2[CH2:16][CH2:17][N:12]([C:11]3[C:6]4[CH:5]=[C:4]([CH2:2][CH3:3])[S:24][C:7]=4[N:8]=[C:9]([S:18][CH2:19][C:20]([O:22][CH3:23])=[O:21])[N:10]=3)[CH2:13][CH2:14]2)=[O:46])[CH:39]=[C:40]([N:42]([CH3:44])[CH3:43])[N:41]=1. The yield is 0.400. (2) The reactants are [H-].[Na+].[C:3]([O:7][C:8]([N:10]1[CH2:15][CH2:14][NH:13][C:12](=[O:16])[CH2:11]1)=[O:9])([CH3:6])([CH3:5])[CH3:4].Br[CH2:18][CH2:19][O:20][Si:21]([C:24]([CH3:27])([CH3:26])[CH3:25])([CH3:23])[CH3:22]. The catalyst is CN(C)C=O. The product is [C:3]([O:7][C:8]([N:10]1[CH2:15][CH2:14][N:13]([CH2:18][CH2:19][O:20][Si:21]([C:24]([CH3:27])([CH3:26])[CH3:25])([CH3:23])[CH3:22])[C:12](=[O:16])[CH2:11]1)=[O:9])([CH3:6])([CH3:4])[CH3:5]. The yield is 0.760.